Dataset: Full USPTO retrosynthesis dataset with 1.9M reactions from patents (1976-2016). Task: Predict the reactants needed to synthesize the given product. The reactants are: [C:1]([O:5][C:6](=[O:22])[N:7]([CH2:19][CH:20]=[CH2:21])[C@@H:8]1[CH2:17][CH2:16][C:15]2[C:10](=[CH:11][CH:12]=[C:13](Br)[CH:14]=2)[CH2:9]1)([CH3:4])([CH3:3])[CH3:2].C(P(C(C)(C)C)C(C)(C)C)(C)(C)C.[CH:36]([C:39]1[CH:44]=[CH:43][C:42]([S:45]([NH2:48])(=[O:47])=[O:46])=[CH:41][CH:40]=1)([CH3:38])[CH3:37].[H-].[Na+]. Given the product [C:1]([O:5][C:6](=[O:22])[N:7]([CH2:19][CH:20]=[CH2:21])[C@@H:8]1[CH2:17][CH2:16][C:15]2[C:10](=[CH:11][CH:12]=[C:13]([NH:48][S:45]([C:42]3[CH:43]=[CH:44][C:39]([CH:36]([CH3:38])[CH3:37])=[CH:40][CH:41]=3)(=[O:46])=[O:47])[CH:14]=2)[CH2:9]1)([CH3:4])([CH3:3])[CH3:2], predict the reactants needed to synthesize it.